From a dataset of Forward reaction prediction with 1.9M reactions from USPTO patents (1976-2016). Predict the product of the given reaction. (1) Given the reactants N1CCCCC1.[OH:7][C:8]1[CH:17]=[CH:16][C:11]([CH:12]=[CH:13][CH:14]=O)=[CH:10][C:9]=1[O:18][CH3:19].[C:20]([CH2:22][C:23]([N-:25][CH2:26][C:27]1[CH:32]=[CH:31][CH:30]=[CH:29][CH:28]=1)=[O:24])#[N:21], predict the reaction product. The product is: [CH2:26]([NH:25][C:23](/[C:22](=[CH:14]/[CH:13]=[CH:12]/[C:11]1[CH:16]=[CH:17][C:8]([OH:7])=[C:9]([O:18][CH3:19])[CH:10]=1)/[C:20]#[N:21])=[O:24])[C:27]1[CH:32]=[CH:31][CH:30]=[CH:29][CH:28]=1. (2) Given the reactants C(OC(=O)[NH:7][CH2:8][C:9]([N:11]1[CH2:20][CH2:19][C:18]2[C:13](=[CH:14][CH:15]=[CH:16][CH:17]=2)[CH:12]1[CH:21]1[CH2:26][CH2:25][CH2:24][CH2:23][CH2:22]1)=[O:10])(C)(C)C.Cl.CCOC(C)=O, predict the reaction product. The product is: [CH:21]1([CH:12]2[C:13]3[C:18](=[CH:17][CH:16]=[CH:15][CH:14]=3)[CH2:19][CH2:20][N:11]2[C:9](=[O:10])[CH2:8][NH2:7])[CH2:22][CH2:23][CH2:24][CH2:25][CH2:26]1. (3) Given the reactants [CH2:1]([O:9][C:10]1[C:15]([F:16])=[C:14]([F:17])[CH:13]=[C:12]([F:18])[C:11]=1[F:19])[CH2:2][CH2:3][CH2:4][CH2:5][CH2:6][CH2:7][CH3:8].C([Li])CCC.CCCCCC.[C:31](=[O:33])=[O:32].Cl, predict the reaction product. The product is: [CH2:1]([O:9][C:10]1[C:11]([F:19])=[C:12]([F:18])[C:13]([C:31]([OH:33])=[O:32])=[C:14]([F:17])[C:15]=1[F:16])[CH2:2][CH2:3][CH2:4][CH2:5][CH2:6][CH2:7][CH3:8]. (4) Given the reactants [Si]([O:8][CH2:9][CH2:10][O:11][C:12]1[CH:13]=[CH:14][C:15]([C:28]2[NH:37][C:36](=[O:38])[C:35]3[C:30](=[CH:31][C:32]([O:41][CH3:42])=[CH:33][C:34]=3[O:39][CH3:40])[N:29]=2)=[N:16][C:17]=1[C:18]1[CH:23]=[CH:22][CH:21]=[C:20]([S:24]([CH3:27])(=[O:26])=[O:25])[CH:19]=1)(C(C)(C)C)(C)C.[F-].C([N+](CCCC)(CCCC)CCCC)CCC, predict the reaction product. The product is: [OH:8][CH2:9][CH2:10][O:11][C:12]1[CH:13]=[CH:14][C:15]([C:28]2[NH:37][C:36](=[O:38])[C:35]3[C:30](=[CH:31][C:32]([O:41][CH3:42])=[CH:33][C:34]=3[O:39][CH3:40])[N:29]=2)=[N:16][C:17]=1[C:18]1[CH:23]=[CH:22][CH:21]=[C:20]([S:24]([CH3:27])(=[O:26])=[O:25])[CH:19]=1. (5) Given the reactants C([O:3][C:4]([C:6]1([C:9]2[CH:10]=[C:11]([C:15]3[CH:20]=[CH:19][C:18]([C:21]4[N:22]=[N:23][N:24]([CH3:38])[C:25]=4[NH:26][C:27]([O:29][C@@H:30]([C:32]4[CH:37]=[CH:36][CH:35]=[CH:34][CH:33]=4)[CH3:31])=[O:28])=[CH:17][CH:16]=3)[CH:12]=[CH:13][CH:14]=2)[CH2:8][CH2:7]1)=[O:5])C.[OH-].[Na+], predict the reaction product. The product is: [CH3:38][N:24]1[C:25]([NH:26][C:27]([O:29][C@@H:30]([C:32]2[CH:33]=[CH:34][CH:35]=[CH:36][CH:37]=2)[CH3:31])=[O:28])=[C:21]([C:18]2[CH:19]=[CH:20][C:15]([C:11]3[CH:12]=[CH:13][CH:14]=[C:9]([C:6]4([C:4]([OH:5])=[O:3])[CH2:8][CH2:7]4)[CH:10]=3)=[CH:16][CH:17]=2)[N:22]=[N:23]1. (6) Given the reactants OC1[C:11]2[CH2:10][S:9][N:8]=[C:7]([N:12](C(OC(C)(C)C)=O)C(OC(C)(C)C)=O)[C:6]3=[N:27][N:28]([CH2:30][C:31]4[C:36]([CH3:37])=[C:35]([O:38][CH3:39])[C:34]([CH3:40])=[CH:33][N:32]=4)[N:29]=[C:4]([C:5]=23)[CH2:3]1.ClCCl.ClC(Cl)(O[C:48](=[O:54])[O:49][C:50](Cl)(Cl)Cl)Cl.[CH3:56][NH2:57], predict the reaction product. The product is: [CH3:56][NH:57][C:48](=[O:54])[O:49][CH:50]1[C:11]2[CH2:10][S:9][N:8]=[C:7]([NH2:12])[C:6]3=[N:27][N:28]([CH2:30][C:31]4[C:36]([CH3:37])=[C:35]([O:38][CH3:39])[C:34]([CH3:40])=[CH:33][N:32]=4)[N:29]=[C:4]([C:5]=23)[CH2:3]1.